This data is from Forward reaction prediction with 1.9M reactions from USPTO patents (1976-2016). The task is: Predict the product of the given reaction. (1) Given the reactants C([O-])([O-])=O.[Cs+].[Cs+].[C:7]([C:11]1[CH:16]=[CH:15][C:14](Cl)=[CH:13][CH:12]=1)([CH3:10])([CH3:9])[CH3:8].[C:18]1([C:24]#[CH:25])[CH:23]=[CH:22][CH:21]=[CH:20][CH:19]=1.C(#N)C, predict the reaction product. The product is: [C:7]([C:11]1[CH:16]=[CH:15][C:14]([C:25]#[C:24][C:18]2[CH:23]=[CH:22][CH:21]=[CH:20][CH:19]=2)=[CH:13][CH:12]=1)([CH3:10])([CH3:9])[CH3:8]. (2) Given the reactants [CH2:1]([NH:8][CH2:9][CH:10]([CH2:21][OH:22])[CH:11]([C:13]1[CH:18]=[CH:17][C:16]([Cl:19])=[C:15]([F:20])[CH:14]=1)[OH:12])[C:2]1[CH:7]=[CH:6][CH:5]=[CH:4][CH:3]=1.C(N(CC)CC)C.[C:30]([Si:34](Cl)([CH3:36])[CH3:35])([CH3:33])([CH3:32])[CH3:31], predict the reaction product. The product is: [CH2:1]([NH:8][CH2:9][CH:10]([CH2:21][O:22][Si:34]([C:30]([CH3:33])([CH3:32])[CH3:31])([CH3:36])[CH3:35])[CH:11]([C:13]1[CH:18]=[CH:17][C:16]([Cl:19])=[C:15]([F:20])[CH:14]=1)[OH:12])[C:2]1[CH:7]=[CH:6][CH:5]=[CH:4][CH:3]=1. (3) Given the reactants [C:1]1(=[O:16])[CH2:15]CCCCCC[CH2:8][CH2:7][CH2:6][CH2:5][CH2:4][CH:3]=[CH:2]1.[C:17](OC(=O)C)(=O)C.C[C:25](=[O:33])[CH:26]=[CH:27]CCCCC.C(OC(=O)CC)(=O)CC, predict the reaction product. The product is: [C:25]([O:16][C:1](=[CH:2][CH:3]([CH3:17])[CH2:4][CH2:5][CH2:6][CH2:7][CH3:8])[CH3:15])(=[O:33])[CH2:26][CH3:27]. (4) Given the reactants [NH:1]1[CH2:6][CH2:5][O:4][CH2:3][CH2:2]1.[H-].[Na+].[Br:9][C:10]1[CH:11]=[C:12]2[C:17](=[CH:18][CH:19]=1)[N:16]=[C:15]([Cl:20])[C:14]([CH2:21]O)=[C:13]2[Cl:23], predict the reaction product. The product is: [Br:9][C:10]1[CH:11]=[C:12]2[C:17](=[CH:18][CH:19]=1)[N:16]=[C:15]([Cl:20])[C:14]([CH2:21][N:1]1[CH2:6][CH2:5][O:4][CH2:3][CH2:2]1)=[C:13]2[Cl:23]. (5) Given the reactants CCCC[N+](CCCC)(CCCC)CCCC.[F-].[Si]([O:26][C:27]([CH3:55])([CH3:54])[CH2:28][C:29]1[CH:30]=[C:31]2[C:47](=[CH:48][CH:49]=1)[C:35]1[N:36]=[C:37]([C:39]3[C:44]([Br:45])=[CH:43][CH:42]=[CH:41][C:40]=3[Br:46])[NH:38][C:34]=1[C:33]1[S:50][C:51]([Cl:53])=[CH:52][C:32]2=1)(C(C)(C)C)(C)C, predict the reaction product. The product is: [Cl:53][C:51]1[S:50][C:33]2[C:34]3[NH:38][C:37]([C:39]4[C:40]([Br:46])=[CH:41][CH:42]=[CH:43][C:44]=4[Br:45])=[N:36][C:35]=3[C:47]3[C:31]([C:32]=2[CH:52]=1)=[CH:30][C:29]([CH2:28][C:27]([CH3:54])([OH:26])[CH3:55])=[CH:49][CH:48]=3. (6) Given the reactants [NH:1]1[CH2:6][CH2:5][O:4][CH2:3][CH2:2]1.[F:7][C:8]1[CH:9]=[C:10]2[C:15](=[CH:16][C:17]=1F)[N:14]([C:19]([C:22]1[CH:27]=[CH:26][C:25]([C:28]([F:31])([F:30])[F:29])=[CH:24][CH:23]=1)([CH3:21])[CH3:20])[CH:13]=[C:12]([C:32]#[N:33])[C:11]2=[O:34], predict the reaction product. The product is: [F:7][C:8]1[CH:9]=[C:10]2[C:15](=[CH:16][C:17]=1[N:1]1[CH2:6][CH2:5][O:4][CH2:3][CH2:2]1)[N:14]([C:19]([C:22]1[CH:27]=[CH:26][C:25]([C:28]([F:31])([F:29])[F:30])=[CH:24][CH:23]=1)([CH3:21])[CH3:20])[CH:13]=[C:12]([C:32]#[N:33])[C:11]2=[O:34]. (7) Given the reactants [CH:1]([C:3]1[N:8]=[C:7]2[CH:9]=[N:10][N:11]([CH2:12][O:13][CH2:14][CH2:15][Si:16]([CH3:19])([CH3:18])[CH3:17])[C:6]2=[CH:5][C:4]=1[NH:20][C:21](=[O:27])[O:22][C:23]([CH3:26])([CH3:25])[CH3:24])=C.I([O-])(=O)(=O)=[O:29].[Na+], predict the reaction product. The product is: [CH:1]([C:3]1[N:8]=[C:7]2[CH:9]=[N:10][N:11]([CH2:12][O:13][CH2:14][CH2:15][Si:16]([CH3:19])([CH3:18])[CH3:17])[C:6]2=[CH:5][C:4]=1[NH:20][C:21](=[O:27])[O:22][C:23]([CH3:24])([CH3:26])[CH3:25])=[O:29]. (8) Given the reactants Cl[C:2]1[CH:3]=[C:4]2[C:10]([CH3:12])([CH3:11])[C:9]([CH3:13])=[N:8][C:5]2=[N:6][CH:7]=1.[Br:14]C1C=CC(Br)=CN=1, predict the reaction product. The product is: [Br:14][C:2]1[CH:3]=[C:4]2[C:10]([CH3:12])([CH3:11])[C:9]([CH3:13])=[N:8][C:5]2=[N:6][CH:7]=1.